From a dataset of Cav3 T-type calcium channel HTS with 100,875 compounds. Binary Classification. Given a drug SMILES string, predict its activity (active/inactive) in a high-throughput screening assay against a specified biological target. (1) The molecule is Clc1c(NC(=O)N2C(CCC2)C(=O)NC2CCCC2)cccc1. The result is 0 (inactive). (2) The compound is O(C1CCCCC1)C(=O)C(c1nc2c(nc1N1CCN(CC1)C)cccc2)C#N. The result is 0 (inactive). (3) The compound is s1c2c(CCCCC2)c(c1)C(=O)NCc1ccccc1. The result is 0 (inactive). (4) The molecule is s1c2n(cc(n2)c2ccc(NC(=O)CCN3C(=O)c4c(C3=O)cccc4)cc2)cc1. The result is 0 (inactive). (5) The molecule is s1c(c(n(CC)c1=S)N)C(=O)NCc1cccnc1. The result is 0 (inactive). (6) The molecule is S(CC(=O)Nc1cc2OCCOc2cc1)c1oc(nn1)CNC(=O)c1c(F)cccc1. The result is 0 (inactive). (7) The molecule is O=C1CC(Cc2nc(ncc12)N)C. The result is 0 (inactive).